From a dataset of Catalyst prediction with 721,799 reactions and 888 catalyst types from USPTO. Predict which catalyst facilitates the given reaction. (1) Reactant: [CH:1]([C@@H:4]1[CH2:8][O:7][C:6](=[O:9])[N:5]1[C:10]1[CH:18]=[CH:17][C:13]([C:14]([OH:16])=O)=[CH:12][CH:11]=1)([CH3:3])[CH3:2].[C:19]1([CH3:32])[CH:24]=[CH:23][C:22]([O:25][CH:26]2[CH2:31][CH2:30][NH:29][CH2:28][CH2:27]2)=[CH:21][CH:20]=1.O.[Cl-].COC1N=C(OC)N=C([N+]2(C)CCOCC2)N=1.C(Cl)(Cl)Cl. Product: [CH:1]([C@@H:4]1[CH2:8][O:7][C:6](=[O:9])[N:5]1[C:10]1[CH:11]=[CH:12][C:13]([C:14]([N:29]2[CH2:30][CH2:31][CH:26]([O:25][C:22]3[CH:23]=[CH:24][C:19]([CH3:32])=[CH:20][CH:21]=3)[CH2:27][CH2:28]2)=[O:16])=[CH:17][CH:18]=1)([CH3:2])[CH3:3]. The catalyst class is: 5. (2) Reactant: B(F)(F)F.CCOCC.[CH2:10]([C:17]1[C:18]([OH:39])=[CH:19][CH:20]=[C:21]2[C:26]=1[O:25][C:24](=[O:27])[C:23]([NH:28][C:29](=[O:38])[O:30][CH2:31][C:32]1[CH:37]=[CH:36][CH:35]=[CH:34][CH:33]=1)=[CH:22]2)[C:11]1[CH:16]=[CH:15][CH:14]=[CH:13][CH:12]=1.[CH3:40][O:41][C@H:42]1[C:47]([CH3:49])([CH3:48])[O:46][C@H:45](N=C([O-])C(Cl)(Cl)Cl)[C@@H:44]2[O:57][C:58](=[O:60])[O:59][C@H:43]12.C(N(CC)CC)C. Product: [CH2:10]([C:17]1[C:18]([O:39][C@H:45]2[C@@H:44]3[O:57][C:58](=[O:60])[O:59][C@@H:43]3[C@@H:42]([O:41][CH3:40])[C:47]([CH3:49])([CH3:48])[O:46]2)=[CH:19][CH:20]=[C:21]2[C:26]=1[O:25][C:24](=[O:27])[C:23]([NH:28][C:29](=[O:38])[O:30][CH2:31][C:32]1[CH:37]=[CH:36][CH:35]=[CH:34][CH:33]=1)=[CH:22]2)[C:11]1[CH:16]=[CH:15][CH:14]=[CH:13][CH:12]=1. The catalyst class is: 2. (3) Reactant: [CH3:1][O:2][C:3]1[CH:20]=[CH:19][C:6]([C:7]([O:9][CH2:10][CH2:11][CH2:12][CH2:13][CH2:14][CH2:15][N:16]=[N+]=[N-])=[O:8])=[CH:5][CH:4]=1.C1(P(C2C=CC=CC=2)C2C=CC=CC=2)C=CC=CC=1.O. Product: [CH3:1][O:2][C:3]1[CH:4]=[CH:5][C:6]([C:7]([O:9][CH2:10][CH2:11][CH2:12][CH2:13][CH2:14][CH2:15][NH2:16])=[O:8])=[CH:19][CH:20]=1. The catalyst class is: 49. (4) Reactant: Br[C:2]1[C:9]([CH3:10])=[CH:8][CH:7]=[CH:6][C:3]=1[C:4]#[N:5].[CH3:11][O:12][C:13]1[CH:45]=[CH:44][C:16]([CH2:17][NH:18][C:19]2[C:28]([CH:29]3[CH2:34][CH2:33][O:32][CH2:31][CH2:30]3)=[CH:27][C:26]3[C:21](=[CH:22][CH:23]=[C:24](B4OC(C)(C)C(C)(C)O4)[CH:25]=3)[N:20]=2)=[CH:15][CH:14]=1.C1(P(C2CCCCC2)C2C=CC=CC=2C2C(CCC)=CC(CCC)=CC=2CCC)CCCCC1.P([O-])([O-])([O-])=O.[K+].[K+].[K+]. Product: [CH3:11][O:12][C:13]1[CH:14]=[CH:15][C:16]([CH2:17][NH:18][C:19]2[C:28]([CH:29]3[CH2:34][CH2:33][O:32][CH2:31][CH2:30]3)=[CH:27][C:26]3[C:21](=[CH:22][CH:23]=[C:24]([C:2]4[C:9]([CH3:10])=[CH:8][CH:7]=[CH:6][C:3]=4[C:4]#[N:5])[CH:25]=3)[N:20]=2)=[CH:44][CH:45]=1. The catalyst class is: 110. (5) Reactant: [N:1]1[C:10]2[C:5](=[CH:6][CH:7]=[CH:8][CH:9]=2)[N:4]=[CH:3][C:2]=1[C:11]([O-:13])=O.[NH3:14].O. Product: [N:1]1[C:10]2[C:5](=[CH:6][CH:7]=[CH:8][CH:9]=2)[N:4]=[CH:3][C:2]=1[C:11]([NH2:14])=[O:13]. The catalyst class is: 5. (6) Reactant: [CH3:1][C:2]1([CH3:19])[C:10]2[C:5](=[CH:6][C:7]([N+:15]([O-:17])=[O:16])=[C:8]([NH:11]C(=O)C)[CH:9]=2)[NH:4][C:3]1=[O:18].Br[CH2:21]/[CH:22]=[CH:23]/[CH2:24][CH3:25].CC([O-])(C)C.[K+].C1CCN2C(=NCCC2)CC1. Product: [NH2:11][C:8]1[CH:9]=[C:10]2[C:5](=[CH:6][C:7]=1[N+:15]([O-:17])=[O:16])[N:4]([CH2:21]/[CH:22]=[CH:23]/[CH2:24][CH3:25])[C:3](=[O:18])[C:2]2([CH3:1])[CH3:19]. The catalyst class is: 5. (7) Reactant: [CH2:1]([N:8]1[C:13]2[CH:14]=[C:15]([CH2:18][C:19]3[CH:20]=[C:21]([C@@:26]4(OC)[C@H:31]([OH:32])[C@@H:30]([OH:33])[C@H:29]([OH:34])[C@@H:28]([CH2:35][OH:36])[O:27]4)[CH:22]=[CH:23][C:24]=3[Cl:25])[CH:16]=[CH:17][C:12]=2[O:11][CH2:10][CH2:9]1)[C:2]1[CH:7]=[CH:6][CH:5]=[CH:4][CH:3]=1.B(F)(F)F.C([SiH](CC)CC)C. Product: [CH2:1]([N:8]1[C:13]2[CH:14]=[C:15]([CH2:18][C:19]3[CH:20]=[C:21]([C@H:26]4[C@H:31]([OH:32])[C@@H:30]([OH:33])[C@H:29]([OH:34])[C@@H:28]([CH2:35][OH:36])[O:27]4)[CH:22]=[CH:23][C:24]=3[Cl:25])[CH:16]=[CH:17][C:12]=2[O:11][CH2:10][CH2:9]1)[C:2]1[CH:3]=[CH:4][CH:5]=[CH:6][CH:7]=1. The catalyst class is: 245.